From a dataset of Peptide-MHC class II binding affinity with 134,281 pairs from IEDB. Regression. Given a peptide amino acid sequence and an MHC pseudo amino acid sequence, predict their binding affinity value. This is MHC class II binding data. (1) The peptide sequence is AAVPGKNVVNVQTKP. The MHC is HLA-DQA10201-DQB10303 with pseudo-sequence HLA-DQA10201-DQB10303. The binding affinity (normalized) is 0.163. (2) The peptide sequence is SLLVAPMPTASTAQI. The MHC is HLA-DQA10501-DQB10301 with pseudo-sequence HLA-DQA10501-DQB10301. The binding affinity (normalized) is 0.552. (3) The peptide sequence is VMAVGLVSILASSLL. The MHC is DRB1_0701 with pseudo-sequence DRB1_0701. The binding affinity (normalized) is 0.829. (4) The peptide sequence is FNFSQDDLLTEDVMI. The binding affinity (normalized) is 0.314. The MHC is DRB1_1302 with pseudo-sequence DRB1_1302.